This data is from Peptide-MHC class I binding affinity with 185,985 pairs from IEDB/IMGT. The task is: Regression. Given a peptide amino acid sequence and an MHC pseudo amino acid sequence, predict their binding affinity value. This is MHC class I binding data. (1) The peptide sequence is MSQIMYNYP. The MHC is HLA-B15:01 with pseudo-sequence HLA-B15:01. The binding affinity (normalized) is 0. (2) The peptide sequence is DTMSIYIAVA. The MHC is HLA-A02:06 with pseudo-sequence HLA-A02:06. The binding affinity (normalized) is 0.326. (3) The MHC is HLA-A30:01 with pseudo-sequence HLA-A30:01. The binding affinity (normalized) is 0.149. The peptide sequence is LAAPCRNAL.